From a dataset of Catalyst prediction with 721,799 reactions and 888 catalyst types from USPTO. Predict which catalyst facilitates the given reaction. (1) Reactant: [Br:1][C:2]1[CH:3]=[C:4]([S:20][C:21]2[CH:26]=[CH:25][CH:24]=[CH:23][CH:22]=2)[C:5]([NH:8][C:9]2[S:10][CH:11]=[C:12]([CH2:14][CH2:15][C:16]([O:18]C)=[O:17])[N:13]=2)=[N:6][CH:7]=1.O.[OH-].[Na+]. Product: [Br:1][C:2]1[CH:3]=[C:4]([S:20][C:21]2[CH:26]=[CH:25][CH:24]=[CH:23][CH:22]=2)[C:5]([NH:8][C:9]2[S:10][CH:11]=[C:12]([CH2:14][CH2:15][C:16]([OH:18])=[O:17])[N:13]=2)=[N:6][CH:7]=1. The catalyst class is: 1. (2) Reactant: [CH:1]1[C:10]2[C:5](=[CH:6][CH:7]=[CH:8][CH:9]=2)[CH:4]=[CH:3][C:2]=1[C:11]1[CH:16]=[CH:15][N:14]=[C:13]([CH:17]=[O:18])[N:12]=1.[O-:19]Cl.[Na+].O. Product: [CH:1]1[C:10]2[C:5](=[CH:6][CH:7]=[CH:8][CH:9]=2)[CH:4]=[CH:3][C:2]=1[C:11]1[CH:16]=[CH:15][N:14]=[C:13]([C:17]([OH:19])=[O:18])[N:12]=1. The catalyst class is: 5. (3) Reactant: [O:1]=[C:2]1[CH2:5][CH:4]([C:6]([O:8][CH3:9])=[O:7])[CH2:3]1.[CH3:10][S:11](Cl)(=[O:13])=[O:12]. Product: [CH3:10][S:11]([O:1][CH:2]1[CH2:5][CH:4]([C:6]([O:8][CH3:9])=[O:7])[CH2:3]1)(=[O:13])=[O:12]. The catalyst class is: 1. (4) Reactant: [NH2:1][C:2]1[C:3]([NH:23][CH3:24])=[N:4][C:5]([NH:8][C:9]2[CH:14]=[CH:13][C:12]([O:15][CH2:16][CH2:17][N:18]([CH2:21][CH3:22])[CH2:19][CH3:20])=[CH:11][CH:10]=2)=[N:6][CH:7]=1.[Cl:25][C:26]1[CH:27]=[N:28][CH:29]=[C:30]([Cl:39])[C:31]=1[C:32](=O)[C:33]([O:35]CC)=O.CC(O)=O. Product: [Cl:39][C:30]1[CH:29]=[N:28][CH:27]=[C:26]([Cl:25])[C:31]=1[C:32]1[C:33](=[O:35])[N:23]([CH3:24])[C:3]2[N:4]=[C:5]([NH:8][C:9]3[CH:14]=[CH:13][C:12]([O:15][CH2:16][CH2:17][N:18]([CH2:19][CH3:20])[CH2:21][CH3:22])=[CH:11][CH:10]=3)[N:6]=[CH:7][C:2]=2[N:1]=1. The catalyst class is: 141. (5) Reactant: [CH3:1][O:2][C:3]1[CH:4]=[N:5][C:6]([NH2:9])=[N:7][CH:8]=1.[CH3:10][C:11]1([CH3:19])[CH2:17][C:16](=O)[O:15][C:13](=[O:14])[CH2:12]1. Product: [CH3:1][O:2][C:3]1[CH:4]=[N:5][C:6]([N:9]2[C:13](=[O:14])[CH2:12][C:11]([CH3:19])([CH3:10])[CH2:17][C:16]2=[O:15])=[N:7][CH:8]=1. The catalyst class is: 4.